This data is from Catalyst prediction with 721,799 reactions and 888 catalyst types from USPTO. The task is: Predict which catalyst facilitates the given reaction. (1) Reactant: [F:1][C:2]1[CH:3]=[C:4]([N:21]2[CH2:25][C@H:24]([CH2:26][NH:27][C:28](=[O:34])[O:29][C:30]([CH3:33])([CH3:32])[CH3:31])[O:23][C:22]2=[O:35])[CH:5]=[CH:6][C:7]=1[C:8]([NH:10][NH:11][C:12](=O)[CH2:13][C:14]1[CH:19]=[CH:18][CH:17]=[CH:16][N:15]=1)=O.COC1C=CC(P2(SP(C3C=CC(OC)=CC=3)(=S)S2)=[S:45])=CC=1. Product: [F:1][C:2]1[CH:3]=[C:4]([N:21]2[CH2:25][C@H:24]([CH2:26][NH:27][C:28](=[O:34])[O:29][C:30]([CH3:33])([CH3:32])[CH3:31])[O:23][C:22]2=[O:35])[CH:5]=[CH:6][C:7]=1[C:8]1[S:45][C:12]([CH2:13][C:14]2[CH:19]=[CH:18][CH:17]=[CH:16][N:15]=2)=[N:11][N:10]=1. The catalyst class is: 12. (2) Reactant: [CH3:1][O:2][C:3]1[CH:8]=[CH:7][CH:6]=[CH:5][C:4]=1[C:9]1[N:14]=[C:13](S(C)=O)[N:12]=[C:11]([C:18]([NH2:20])=[O:19])[CH:10]=1.C[CH2:22][N:23](C(C)C)[CH:24](C)C.Cl.CNC. Product: [CH3:22][N:23]([CH3:24])[C:13]1[N:12]=[C:11]([C:18]([NH2:20])=[O:19])[CH:10]=[C:9]([C:4]2[CH:5]=[CH:6][CH:7]=[CH:8][C:3]=2[O:2][CH3:1])[N:14]=1. The catalyst class is: 12.